This data is from Forward reaction prediction with 1.9M reactions from USPTO patents (1976-2016). The task is: Predict the product of the given reaction. (1) The product is: [CH2:1]([N:13]1[CH2:14][CH2:15][CH2:16][C@H:12]1[CH3:11])[CH2:4][C:6]#[CH:8]. Given the reactants [C:1]([C@@H:4]([C@H:6]([C:8](O)=O)O)O)(O)=O.[CH3:11][C@@H:12]1[CH2:16][CH2:15][CH2:14][NH:13]1.C([O-])([O-])=O.[K+].[K+].CC1C=CC(S(OCCC#C)(=O)=O)=CC=1, predict the reaction product. (2) Given the reactants C([NH:8][CH2:9][CH:10]([CH3:25])[C:11]([C:13]1[C:14]([CH:22]([CH3:24])[CH3:23])=[N:15][N:16]2[CH:21]=[CH:20][CH:19]=[CH:18][C:17]=12)=[O:12])C1C=CC=CC=1, predict the reaction product. The product is: [NH2:8][CH2:9][CH:10]([CH3:25])[C:11]([C:13]1[C:14]([CH:22]([CH3:24])[CH3:23])=[N:15][N:16]2[CH:21]=[CH:20][CH:19]=[CH:18][C:17]=12)=[O:12]. (3) Given the reactants C([O:5]C(=O)[NH2:7])(C)(C)C.[C:9]([O:13][C:14]([NH:16][C@H](C1CCCCC1)C(O)=O)=[O:15])([CH3:12])([CH3:11])[CH3:10].Cl.CN(C)CCCN=C=NCC, predict the reaction product. The product is: [OH-:5].[NH4+:7].[C:9]([O:13][C:14](=[O:15])[NH2:16])([CH3:12])([CH3:11])[CH3:10]. (4) The product is: [Cl:19][C:20]1[CH:25]=[CH:24][C:23]([CH:26]([NH:28][C@@H:29]([C:31]2[CH:36]=[CH:35][CH:34]=[C:33]([Cl:37])[CH:32]=2)[CH3:30])[CH3:27])=[CH:22][C:21]=1[NH:38][C:7]([C:4]1[CH:3]=[C:2]([CH3:1])[O:6][N:5]=1)=[O:9]. Given the reactants [CH3:1][C:2]1[O:6][N:5]=[C:4]([C:7]([OH:9])=O)[CH:3]=1.C(N(C(C)C)CC)(C)C.[Cl:19][C:20]1[CH:25]=[CH:24][C:23]([CH:26]([NH:28][C@@H:29]([C:31]2[CH:36]=[CH:35][CH:34]=[C:33]([Cl:37])[CH:32]=2)[CH3:30])[CH3:27])=[CH:22][C:21]=1[NH2:38].CN(C(ON1N=NC2C=CC=NC1=2)=[N+](C)C)C.F[P-](F)(F)(F)(F)F, predict the reaction product.